This data is from Retrosynthesis with 50K atom-mapped reactions and 10 reaction types from USPTO. The task is: Predict the reactants needed to synthesize the given product. Given the product COc1cc(CN2CCC(O)CC2)ccc1N, predict the reactants needed to synthesize it. The reactants are: COc1cc(CN2CCC(O)CC2)ccc1[N+](=O)[O-].